From a dataset of Reaction yield outcomes from USPTO patents with 853,638 reactions. Predict the reaction yield, written as a fraction of the theoretical maximum amount of product (1.0 means a 100% yield; for example, 0.34 means a 34% yield). The reactants are [C:1]([O:5][C:6]([N:8]1[C@H:12]([C:13]2[CH:18]=[CH:17][CH:16]=[CH:15][CH:14]=2)[CH2:11][CH2:10][C@@H:9]1[C:19](O)=[O:20])=[O:7])([CH3:4])([CH3:3])[CH3:2].CN1CCOCC1.ClC(OCC(C)C)=O.[BH4-].[Na+]. The catalyst is COCCOC.O. The product is [C:1]([O:5][C:6]([N:8]1[C@H:12]([C:13]2[CH:14]=[CH:15][CH:16]=[CH:17][CH:18]=2)[CH2:11][CH2:10][C@@H:9]1[CH2:19][OH:20])=[O:7])([CH3:4])([CH3:3])[CH3:2]. The yield is 0.930.